The task is: Predict the reaction yield, written as a fraction of the theoretical maximum amount of product (1.0 means a 100% yield; for example, 0.34 means a 34% yield).. This data is from Reaction yield outcomes from USPTO patents with 853,638 reactions. (1) The reactants are [Cl-].[C:2]([C:5]1([C:11]2[CH:16]=[CH:15][C:14]([Cl:17])=[CH:13][CH:12]=2)[CH2:10][CH2:9][NH2+:8][CH2:7][CH2:6]1)([OH:4])=[O:3].[CH:18]1[C:30]2[CH:29]([CH2:31][O:32][C:33](=O)[O:34]N3C(=O)CCC3=O)[C:28]3[C:23](=[CH:24][CH:25]=[CH:26][CH:27]=3)[C:22]=2[CH:21]=[CH:20][CH:19]=1. The catalyst is Cl. The product is [CH:18]1[C:30]2[CH:29]([CH2:31][O:32][C:33]([N:8]3[CH2:9][CH2:10][C:5]([C:11]4[CH:12]=[CH:13][C:14]([Cl:17])=[CH:15][CH:16]=4)([C:2]([OH:4])=[O:3])[CH2:6][CH2:7]3)=[O:34])[C:28]3[C:23](=[CH:24][CH:25]=[CH:26][CH:27]=3)[C:22]=2[CH:21]=[CH:20][CH:19]=1. The yield is 0.430. (2) The reactants are C(OC(=O)N[C@@H]1[C@H](N[C:15]2[N:16]=[CH:17][C:18]3[S:23][CH:22]=[C:21]([C:24](=[O:33])[NH:25][C:26]4[CH:31]=[CH:30][CH:29]([CH3:32])[CH2:28][CH:27]=4)[C:19]=3[N:20]=2)CCOC1)(C)(C)C. The catalyst is C(O)(C(F)(F)F)=O.ClCCl. The product is [C:29]1([CH3:32])[CH:28]=[CH:27][C:26]([NH:25][C:24]([C:21]2[C:19]3[N:20]=[CH:15][N:16]=[CH:17][C:18]=3[S:23][CH:22]=2)=[O:33])=[CH:31][CH:30]=1. The yield is 0.534. (3) The reactants are [F:1][C:2]1[C:3]([NH:20][C:21]2[CH:26]=[CH:25][C:24]([I:27])=[CH:23][C:22]=2[F:28])=[C:4]([NH:10][S:11]([C:14]2([CH2:17]C=C)[CH2:16][CH2:15]2)(=[O:13])=[O:12])[C:5]([F:9])=[CH:6][C:7]=1[F:8].C[N+]1([O-])CC[O:33]CC1.CCO[C:40]([CH3:42])=[O:41]. The catalyst is C1COCC1.O.[Os](=O)(=O)(=O)=O. The product is [OH:33][CH:42]([CH2:40][OH:41])[CH2:17][C:14]1([S:11]([NH:10][C:4]2[C:5]([F:9])=[CH:6][C:7]([F:8])=[C:2]([F:1])[C:3]=2[NH:20][C:21]2[CH:26]=[CH:25][C:24]([I:27])=[CH:23][C:22]=2[F:28])(=[O:13])=[O:12])[CH2:16][CH2:15]1. The yield is 0.750. (4) The reactants are [Cl:1][C:2]1[N:7]=[C:6]([CH2:8][C:9]([C:11]2[C:12]([O:24][CH3:25])=[C:13]([NH:17][C:18](=[O:23])[O:19][CH2:20][CH:21]=[CH2:22])[CH:14]=[CH:15][CH:16]=2)=O)[CH:5]=[CH:4][N:3]=1.C1C(=O)N(Br)C(=O)C1.[N:34]1([C:40](=[S:42])[NH2:41])[CH2:39][CH2:38][O:37][CH2:36][CH2:35]1. The catalyst is C(Cl)Cl.CS(C)=O. The product is [Cl:1][C:2]1[N:7]=[C:6]([C:8]2[S:42][C:40]([N:34]3[CH2:39][CH2:38][O:37][CH2:36][CH2:35]3)=[N:41][C:9]=2[C:11]2[C:12]([O:24][CH3:25])=[C:13]([NH:17][C:18](=[O:23])[O:19][CH2:20][CH:21]=[CH2:22])[CH:14]=[CH:15][CH:16]=2)[CH:5]=[CH:4][N:3]=1. The yield is 0.988. (5) The reactants are [N:1]1[CH:6]=[CH:5][C:4]([NH2:7])=[N:3][C:2]=1[NH2:8].Cl[CH2:10][CH:11]=O. The catalyst is C(O)C.C([O-])(O)=O.[Na+]. The product is [N:8]1[CH:10]=[CH:11][N:1]2[CH:6]=[CH:5][C:4]([NH2:7])=[N:3][C:2]=12. The yield is 0.600.